Dataset: Catalyst prediction with 721,799 reactions and 888 catalyst types from USPTO. Task: Predict which catalyst facilitates the given reaction. Reactant: [C:1]([OH:9])(=O)[C:2]1[CH:7]=[CH:6][CH:5]=[N:4][CH:3]=1.C1C=CC2N(O)N=NC=2C=1.CCN=C=NCCCN(C)C.CCN(CC)CC.[CH3:38][O:39][C:40]1[CH:49]=[C:48]([O:50][CH3:51])[CH:47]=[C:46]2[C:41]=1[C:42](=[O:64])[NH:43][C:44]([C:52]1[CH:57]=[CH:56][C:55]([N:58]3[CH2:63][CH2:62][NH:61][CH2:60][CH2:59]3)=[CH:54][CH:53]=1)=[N:45]2. Product: [CH3:38][O:39][C:40]1[CH:49]=[C:48]([O:50][CH3:51])[CH:47]=[C:46]2[C:41]=1[C:42](=[O:64])[NH:43][C:44]([C:52]1[CH:57]=[CH:56][C:55]([N:58]3[CH2:59][CH2:60][N:61]([C:1](=[O:9])[C:2]4[CH:7]=[CH:6][CH:5]=[N:4][CH:3]=4)[CH2:62][CH2:63]3)=[CH:54][CH:53]=1)=[N:45]2. The catalyst class is: 1.